Dataset: Forward reaction prediction with 1.9M reactions from USPTO patents (1976-2016). Task: Predict the product of the given reaction. (1) Given the reactants [C:1]1([CH:7]([C:40]2[CH:45]=[CH:44][CH:43]=[CH:42][CH:41]=2)[CH2:8][CH2:9][N:10]([CH2:30][CH2:31][CH2:32][C:33]([O:35]C(C)(C)C)=[O:34])[C:11]([NH:13][C:14]2[S:15][CH:16]=[C:17]([C:19]3[CH:24]=[CH:23][C:22]([NH:25][S:26]([CH3:29])(=[O:28])=[O:27])=[CH:21][CH:20]=3)[N:18]=2)=[O:12])[CH:6]=[CH:5][CH:4]=[CH:3][CH:2]=1.N1(C(N2C=CN=C2)=O)C=CN=C1.C1(C(C2C=CC=CC=2)CCNCCCCNC(=O)OC(C)(C)C)C=CC=CC=1.C([O-])(O)=O.[Na+], predict the reaction product. The product is: [C:1]1([CH:7]([C:40]2[CH:41]=[CH:42][CH:43]=[CH:44][CH:45]=2)[CH2:8][CH2:9][N:10]([CH2:30][CH2:31][CH2:32][C:33]([OH:35])=[O:34])[C:11]([NH:13][C:14]2[S:15][CH:16]=[C:17]([C:19]3[CH:24]=[CH:23][C:22]([NH:25][S:26]([CH3:29])(=[O:28])=[O:27])=[CH:21][CH:20]=3)[N:18]=2)=[O:12])[CH:6]=[CH:5][CH:4]=[CH:3][CH:2]=1. (2) The product is: [NH2:1][C:4]1[CH:9]=[CH:8][CH:7]=[C:6]([NH2:10])[C:5]=1[NH:13][CH2:14][CH2:15][CH2:16][CH2:17][CH2:18][OH:19]. Given the reactants [N+:1]([C:4]1[CH:9]=[CH:8][CH:7]=[C:6]([N+:10]([O-])=O)[C:5]=1[NH:13][CH2:14][CH2:15][CH2:16][CH2:17][CH2:18][OH:19])([O-])=O, predict the reaction product. (3) Given the reactants C(OP([CH2:9][C:10]#[N:11])(=O)OCC)C.C[Si]([N-][Si](C)(C)C)(C)C.[Li+].[CH2:22]([O:24][C:25]1[CH:26]=[C:27]([C:33]([C:35]2[CH:45]=[CH:44][C:38]3[N:39]([CH3:43])[CH2:40][CH2:41][O:42][C:37]=3[CH:36]=2)=O)[CH:28]=[CH:29][C:30]=1[O:31][CH3:32])[CH3:23], predict the reaction product. The product is: [CH2:22]([O:24][C:25]1[CH:26]=[C:27]([C:33]([C:35]2[CH:45]=[CH:44][C:38]3[N:39]([CH3:43])[CH2:40][CH2:41][O:42][C:37]=3[CH:36]=2)=[CH:9][C:10]#[N:11])[CH:28]=[CH:29][C:30]=1[O:31][CH3:32])[CH3:23]. (4) Given the reactants [OH:1][CH2:2][CH2:3][NH:4][C:5](=[O:14])[O:6][CH2:7][C:8]1[CH:13]=[CH:12][CH:11]=[CH:10][CH:9]=1.O[N:16]1[C:20](=[O:21])[C:19]2=[CH:22][CH:23]=[CH:24][CH:25]=[C:18]2[C:17]1=[O:26].C1(P(C2C=CC=CC=2)C2C=CC=CC=2)C=CC=CC=1.N(C(OCC)=O)=NC(OCC)=O, predict the reaction product. The product is: [CH2:7]([O:6][C:5]([NH:4][CH2:3][CH2:2][O:1][N:16]1[C:17](=[O:26])[C:18]2=[CH:25][CH:24]=[CH:23][CH:22]=[C:19]2[C:20]1=[O:21])=[O:14])[C:8]1[CH:9]=[CH:10][CH:11]=[CH:12][CH:13]=1. (5) Given the reactants C([O:3][C:4](=[O:34])[C@:5](NC(OC(C)(C)C)=O)(CCN1CCCC1)[CH2:6][CH2:7][CH2:8][CH2:9]B1OC(C)(C)C(C)(C)O1)C.[ClH:35], predict the reaction product. The product is: [ClH:35].[ClH:35].[C:4]([OH:34])(=[O:3])[CH2:5][CH2:6][CH2:7][CH2:8][CH3:9]. (6) Given the reactants CO[C:3]1[C:8]([CH3:9])=[CH:7][CH:6]=[CH:5][C:4]=1[CH3:10].[CH2:11]=[O:12].[ClH:13].[C:14](O)(=O)C, predict the reaction product. The product is: [Cl:13][CH2:10][C:4]1[CH:3]=[C:8]([CH3:9])[C:11]([O:12][CH3:14])=[C:6]([CH3:7])[CH:5]=1. (7) Given the reactants B1C2CCCC1CCC2.[CH3:10][O:11][C:12](=[O:26])[C:13]1[C:18]([N+:19]([O-:21])=[O:20])=[CH:17][CH:16]=[C:15]([F:22])[C:14]=1[CH2:23][CH:24]=[CH2:25].[OH-:27].[Na+].OO, predict the reaction product. The product is: [CH3:10][O:11][C:12](=[O:26])[C:13]1[C:18]([N+:19]([O-:21])=[O:20])=[CH:17][CH:16]=[C:15]([F:22])[C:14]=1[CH2:23][CH2:24][CH2:25][OH:27]. (8) The product is: [Cl:1][C:2]1[C:3]([O:12][C:13]2[CH:18]=[C:17]([O:19][CH2:20][CH2:21][CH2:22][O:23][CH3:24])[CH:16]=[CH:15][C:14]=2/[CH:25]=[CH:26]/[C:27]([OH:29])=[O:28])=[N:4][CH:5]=[C:6]([C:8]([F:9])([F:11])[F:10])[CH:7]=1. Given the reactants [Cl:1][C:2]1[C:3]([O:12][C:13]2[CH:18]=[C:17]([O:19][CH2:20][CH2:21][CH2:22][O:23][CH3:24])[CH:16]=[CH:15][C:14]=2/[CH:25]=[CH:26]/[C:27]([O:29]CC)=[O:28])=[N:4][CH:5]=[C:6]([C:8]([F:11])([F:10])[F:9])[CH:7]=1.[OH-].[Na+].Cl, predict the reaction product.